From a dataset of Catalyst prediction with 721,799 reactions and 888 catalyst types from USPTO. Predict which catalyst facilitates the given reaction. (1) Reactant: [N:1]1[CH:6]=[CH:5][CH:4]=[C:3]([O:7][CH2:8][C:9]#[N:10])[CH:2]=1.C([O-])([O-])=[O:12].[K+].[K+].CS(C)=O.OO. Product: [N:1]1[CH:6]=[CH:5][CH:4]=[C:3]([O:7][CH2:8][C:9]([NH2:10])=[O:12])[CH:2]=1. The catalyst class is: 6. (2) Reactant: [F:1][C@H:2]1[C@H:6]([CH3:7])[N:5]([C:8]([O:10][C:11]([CH3:14])([CH3:13])[CH3:12])=[O:9])[C@H:4]([C:15]([O:17]C)=[O:16])[CH2:3]1.[Li+].[OH-].O. Product: [C:11]([O:10][C:8]([N:5]1[C@@H:6]([CH3:7])[C@H:2]([F:1])[CH2:3][C@H:4]1[C:15]([OH:17])=[O:16])=[O:9])([CH3:12])([CH3:13])[CH3:14]. The catalyst class is: 5. (3) Reactant: Cl[C:2]1[N:7]=[C:6]([NH:8][CH:9]2[CH2:23][CH:12]3[CH2:13][N:14]([C:16]([O:18][C:19]([CH3:22])([CH3:21])[CH3:20])=[O:17])[CH2:15][CH:11]3[CH2:10]2)[C:5]([CH3:24])=[CH:4][N:3]=1.Cl.[CH3:26][N:27]1[C:35]([CH3:36])=[C:34]2[C:29]([CH:30]=[C:31]([NH2:37])[CH:32]=[CH:33]2)=[N:28]1.CCN(C(C)C)C(C)C. Product: [CH3:26][N:27]1[C:35]([CH3:36])=[C:34]2[C:29]([CH:30]=[C:31]([NH:37][C:2]3[N:7]=[C:6]([NH:8][CH:9]4[CH2:10][CH:11]5[CH2:15][N:14]([C:16]([O:18][C:19]([CH3:22])([CH3:20])[CH3:21])=[O:17])[CH2:13][CH:12]5[CH2:23]4)[C:5]([CH3:24])=[CH:4][N:3]=3)[CH:32]=[CH:33]2)=[N:28]1. The catalyst class is: 114. (4) The catalyst class is: 9. Reactant: I[C:2]1[CH:7]=[CH:6][N:5]=[C:4]([O:8]C)[C:3]=1[C:10]1[N:11]([OH:21])[C:12]([C:15]2[CH:20]=[CH:19][CH:18]=[CH:17][CH:16]=2)=[CH:13][N:14]=1.C(N(CC)CC)C.Cl.[NH2:30][CH2:31][C@H:32]([C:34]1[CH:39]=[CH:38][CH:37]=[C:36]([Cl:40])[CH:35]=1)[OH:33]. Product: [Cl:40][C:36]1[CH:35]=[C:34]([CH:32]([OH:33])[CH2:31][NH:30][C:2]2[CH:7]=[CH:6][NH:5][C:4](=[O:8])[C:3]=2[C:10]2[N:11]([OH:21])[C:12]([C:15]3[CH:20]=[CH:19][CH:18]=[CH:17][CH:16]=3)=[CH:13][N:14]=2)[CH:39]=[CH:38][CH:37]=1. (5) Reactant: [Cl:1][CH2:2][C:3]1[CH:4]=[C:5]([N:13]2[C:17]([C:18]3[CH:23]=[CH:22][C:21]([C:24]4[O:25][CH:26]=[CH:27][CH:28]=4)=[CH:20][CH:19]=3)=[CH:16][C:15]([C:29]([F:32])([F:31])[F:30])=[N:14]2)[CH:6]=[CH:7][C:8]=1[S:9]([CH3:12])(=[O:11])=[O:10].[CH3:33][NH2:34].C([O-])([O-])=O.[K+].[K+]. Product: [ClH:1].[O:25]1[CH:26]=[CH:27][CH:28]=[C:24]1[C:21]1[CH:22]=[CH:23][C:18]([C:17]2[N:13]([C:5]3[CH:6]=[CH:7][C:8]([S:9]([CH3:12])(=[O:10])=[O:11])=[C:3]([CH:4]=3)[CH2:2][NH:34][CH3:33])[N:14]=[C:15]([C:29]([F:31])([F:32])[F:30])[CH:16]=2)=[CH:19][CH:20]=1. The catalyst class is: 1. (6) Reactant: [NH2:1][CH2:2][C:3](C1C=NC=CC=1)=O.NC(N)=O.[S-:15][C:16]#[N:17].[K+].C(=O)(O)[O-].[Na+]. Product: [SH:15][C:16]1[NH:1][CH:2]=[CH:3][N:17]=1.[N:17]1[C:16](=[S:15])[N:1]=[CH:2][CH:3]=1. The catalyst class is: 6. (7) Reactant: [NH2:1][C@H:2]1[C:11]2[C:6](=[CH:7][CH:8]=[C:9]([F:12])[CH:10]=2)[N:5]([C:13](=[O:15])[CH3:14])[C@@H:4]([CH:16]2[CH2:18][CH2:17]2)[C@@H:3]1[CH3:19].Br[C:21]1[C:26]([O:27][CH3:28])=[CH:25][CH:24]=[CH:23][N:22]=1.CN(C1C(C2C(P(C3CCCCC3)C3CCCCC3)=CC=CC=2)=CC=CC=1)C.CC(C)([O-])C.[Na+]. Product: [CH:16]1([C@H:4]2[C@H:3]([CH3:19])[C@@H:2]([NH:1][C:21]3[C:26]([O:27][CH3:28])=[CH:25][CH:24]=[CH:23][N:22]=3)[C:11]3[C:6](=[CH:7][CH:8]=[C:9]([F:12])[CH:10]=3)[N:5]2[C:13](=[O:15])[CH3:14])[CH2:18][CH2:17]1. The catalyst class is: 62. (8) Reactant: [H-].[Al+3].[Li+].[H-].[H-].[H-].[CH2:7]([O:14][C:15]1[CH:20]=[CH:19][CH:18]=[CH:17][C:16]=1[N:21]1[CH2:26][CH2:25][C:24]([C:29]2[CH:34]=[CH:33][CH:32]=[C:31]([O:35][CH3:36])[CH:30]=2)([C:27]#[N:28])[CH2:23][CH2:22]1)[C:8]1[CH:13]=[CH:12][CH:11]=[CH:10][CH:9]=1.N.[CH:38]([C:41]1[CH:42]=[C:43]([NH:63][C:64](=[O:70])[O:65][C:66]([CH3:69])([CH3:68])[CH3:67])[CH:44]=[C:45]([CH:60]([CH3:62])[CH3:61])[C:46]=1[NH:47][C:48](OC1C=CC([N+]([O-])=O)=CC=1)=[O:49])([CH3:40])[CH3:39]. Product: [CH2:7]([O:14][C:15]1[CH:20]=[CH:19][CH:18]=[CH:17][C:16]=1[N:21]1[CH2:22][CH2:23][C:24]([CH2:27][NH:28][C:48]([NH:47][C:46]2[C:45]([CH:60]([CH3:62])[CH3:61])=[CH:44][C:43]([NH:63][C:64]([O:65][C:66]([CH3:67])([CH3:69])[CH3:68])=[O:70])=[CH:42][C:41]=2[CH:38]([CH3:40])[CH3:39])=[O:49])([C:29]2[CH:34]=[CH:33][CH:32]=[C:31]([O:35][CH3:36])[CH:30]=2)[CH2:25][CH2:26]1)[C:8]1[CH:13]=[CH:12][CH:11]=[CH:10][CH:9]=1. The catalyst class is: 28. (9) Reactant: [OH:1][C@H:2]([CH2:19][NH:20][C:21]([O:23][CH2:24][C:25]1[CH:30]=[CH:29][CH:28]=[CH:27][CH:26]=1)=[O:22])[C@@H:3]([NH:11]C(=O)OC(C)(C)C)[CH2:4][C:5]1[CH:10]=[CH:9][CH:8]=[CH:7][CH:6]=1.[ClH:31].O1CCOCC1. Product: [ClH:31].[NH2:11][C@@H:3]([CH2:4][C:5]1[CH:6]=[CH:7][CH:8]=[CH:9][CH:10]=1)[C@H:2]([OH:1])[CH2:19][NH:20][C:21](=[O:22])[O:23][CH2:24][C:25]1[CH:30]=[CH:29][CH:28]=[CH:27][CH:26]=1. The catalyst class is: 1. (10) Reactant: [CH2:1]([N:3]1[C:7]2=[N:8][C:9]([CH:26]=[O:27])=[C:10]([CH2:19][CH2:20][C:21]([O:23]CC)=[O:22])[C:11]([C:12]3[CH:13]=[N:14][CH:15]=[C:16]([CH3:18])[CH:17]=3)=[C:6]2[CH:5]=[N:4]1)[CH3:2].[N+:28]([CH:30](S(C1C=CC(C)=CC=1)(=O)=O)[CH3:31])#[C-:29].C(=O)([O-])[O-].[K+].[K+]. Product: [CH2:1]([N:3]1[C:7]2=[N:8][C:9]([C:26]3[O:27][CH:29]=[N:28][C:30]=3[CH3:31])=[C:10]([CH2:19][CH2:20][C:21]([OH:23])=[O:22])[C:11]([C:12]3[CH:13]=[N:14][CH:15]=[C:16]([CH3:18])[CH:17]=3)=[C:6]2[CH:5]=[N:4]1)[CH3:2]. The catalyst class is: 24.